The task is: Predict the product of the given reaction.. This data is from Forward reaction prediction with 1.9M reactions from USPTO patents (1976-2016). (1) Given the reactants [C:1]([N:8](C)[CH:9]1[CH2:14][CH2:13][CH:12]([N:15]([CH2:28][C:29]2[CH:30]=[C:31](B(O)O)[CH:32]=[CH:33][C:34]=2[O:35][CH3:36])[C:16]([C:18]2[S:22][C:21]3[CH:23]=[CH:24][CH:25]=[CH:26][C:20]=3[C:19]=2[Cl:27])=[O:17])[CH2:11][CH2:10]1)(OC(C)(C)C)=O.Br[C:42]1[CH:43]=[N:44][C:45]([N:48]([CH3:50])[CH3:49])=[N:46][CH:47]=1, predict the reaction product. The product is: [ClH:27].[ClH:27].[CH3:49][N:48]([CH3:50])[C:45]1[N:44]=[CH:43][C:42]([C:31]2[CH:32]=[CH:33][C:34]([O:35][CH3:36])=[C:29]([CH:30]=2)[CH2:28][N:15]([CH:12]2[CH2:13][CH2:14][CH:9]([NH:8][CH3:1])[CH2:10][CH2:11]2)[C:16]([C:18]2[S:22][C:21]3[CH:23]=[CH:24][CH:25]=[CH:26][C:20]=3[C:19]=2[Cl:27])=[O:17])=[CH:47][N:46]=1. (2) Given the reactants [NH2:1][C:2]1[CH:27]=[CH:26][CH:25]=[CH:24][C:3]=1[CH2:4][N:5]([S:13]([C:16]1[CH:21]=[CH:20][C:19]([O:22][CH3:23])=[CH:18][CH:17]=1)(=[O:15])=[O:14])[CH:6]([CH2:11]O)[C:7]([O:9][CH3:10])=[O:8].C(N(CC)CC)C.[C:35](Cl)(=[O:37])[CH3:36], predict the reaction product. The product is: [C:35]([NH:1][C:2]1[CH:27]=[CH:26][CH:25]=[CH:24][C:3]=1[CH2:4][N:5]([S:13]([C:16]1[CH:21]=[CH:20][C:19]([O:22][CH3:23])=[CH:18][CH:17]=1)(=[O:14])=[O:15])[C:6](=[CH2:11])[C:7]([O:9][CH3:10])=[O:8])(=[O:37])[CH3:36]. (3) Given the reactants [Br:1][CH2:2][CH2:3][CH2:4][CH2:5][CH2:6][CH2:7][OH:8].Cl[C:10]([O:12][CH2:13][CH:14]=[CH2:15])=[O:11].C(OCC)C.CCCCCC.CCOCC, predict the reaction product. The product is: [C:10](=[O:11])([O:12][CH2:13][CH:14]=[CH2:15])[O:8][CH2:7][CH2:6][CH2:5][CH2:4][CH2:3][CH2:2][Br:1].